This data is from Reaction yield outcomes from USPTO patents with 853,638 reactions. The task is: Predict the reaction yield, written as a fraction of the theoretical maximum amount of product (1.0 means a 100% yield; for example, 0.34 means a 34% yield). (1) The reactants are [Br:1][C:2]1[C:9]([CH3:10])=[CH:8][C:5]([C:6]#[N:7])=[C:4](F)[CH:3]=1.[C:12]([O:16][C:17]([N:19]1[CH2:22][CH:21]([OH:23])[CH2:20]1)=[O:18])([CH3:15])([CH3:14])[CH3:13].[H-].[Na+]. The catalyst is CN(C=O)C. The product is [C:12]([O:16][C:17]([N:19]1[CH2:22][CH:21]([O:23][C:4]2[CH:3]=[C:2]([Br:1])[C:9]([CH3:10])=[CH:8][C:5]=2[C:6]#[N:7])[CH2:20]1)=[O:18])([CH3:15])([CH3:13])[CH3:14]. The yield is 0.740. (2) The product is [Br:16][CH2:2][CH:3]1[CH2:8][CH2:7][CH2:6][N:5]([CH3:9])[CH2:4]1. The yield is 1.00. The catalyst is C(#N)C. The reactants are O[CH2:2][CH:3]1[CH2:8][CH2:7][CH2:6][N:5]([CH3:9])[CH2:4]1.N1C=CC=CC=1.[Br:16]P(Br)(C1C=CC=CC=1)(C1C=CC=CC=1)C1C=CC=CC=1. (3) The product is [CH2:15]([N:5]1[C:1](=[O:11])[C:2]2=[CH:10][CH:9]=[CH:8][CH:7]=[C:3]2[C:4]1=[O:6])[CH:14]=[CH2:13]. The reactants are [C:1]1(=[O:11])[NH:5][C:4](=[O:6])[C:3]2=[CH:7][CH:8]=[CH:9][CH:10]=[C:2]12.[K].[CH2:13](Br)[CH:14]=[CH2:15]. The yield is 0.940. The catalyst is CN(C=O)C. (4) The reactants are [CH3:1][N:2]1[CH2:7][CH2:6]O[CH2:4][CH2:3]1.O.O[N:10]1[C:14]2[CH:15]=[CH:16][CH:17]=[CH:18][C:13]=2N=N1.[Cl:19][C:20]1[CH:27]=[CH:26][C:23]([CH2:24][NH2:25])=[CH:22][CH:21]=1.[C:28](=[O:31])([O-])[O-].[Na+].[Na+]. The yield is 0.218. The product is [Cl:19][C:20]1[CH:27]=[CH:26][C:23]([CH2:24][NH:25][C:28]([C:13]2[CH:14]=[CH:15][C:18]3[C:13](=[C:14]([N:10]4[CH2:4][CH2:3][N:2]([CH3:1])[CH2:7][CH2:6]4)[CH:15]=[CH:16][CH:17]=3)[CH:18]=2)=[O:31])=[CH:22][CH:21]=1. The catalyst is O.C(Cl)Cl. (5) The reactants are [C:1]([O:5][C:6](=[O:20])[C:7]1[CH:12]=[CH:11][CH:10]=[C:9]([C:13]2[C:18]([CH3:19])=[CH:17][CH:16]=[CH:15][N:14]=2)[CH:8]=1)([CH3:4])([CH3:3])[CH3:2].NC(N)=[O:23].OO.C1(=O)OC(=O)C2=CC=CC=C12.[O-]S([O-])=O.[Na+].[Na+].C([O-])([O-])=O.[Na+].[Na+]. The catalyst is CCOC(C)=O.O. The product is [C:1]([O:5][C:6]([C:7]1[CH:8]=[C:9]([C:13]2[C:18]([CH3:19])=[CH:17][CH:16]=[CH:15][N+:14]=2[O-:23])[CH:10]=[CH:11][CH:12]=1)=[O:20])([CH3:4])([CH3:3])[CH3:2]. The yield is 0.950. (6) The reactants are [O:1]=[C:2]1[C:10]2([CH2:15][CH2:14][CH2:13][CH2:12][CH2:11]2)[C:9]2[C:4](=[CH:5][CH:6]=[C:7]([C:16]3[CH:17]=[C:18]([CH:21]=[C:22]([F:24])[CH:23]=3)[C:19]#[N:20])[CH:8]=2)[NH:3]1.C([O-])(=O)C.[K+].[Br:30]Br. The catalyst is C(O)(=O)C. The product is [Br:30][C:5]1[CH:6]=[C:7]([C:16]2[CH:17]=[C:18]([CH:21]=[C:22]([F:24])[CH:23]=2)[C:19]#[N:20])[CH:8]=[C:9]2[C:4]=1[NH:3][C:2](=[O:1])[C:10]12[CH2:11][CH2:12][CH2:13][CH2:14][CH2:15]1. The yield is 0.430. (7) The reactants are [F:1][C:2]([F:15])([F:14])[C:3]1[CH:8]=[CH:7][C:6]([PH:9](=[O:13])[O:10][CH2:11][CH3:12])=[CH:5][CH:4]=1.Br[C:17]1[CH:22]=[CH:21][C:20]([O:23][CH:24]([CH3:26])[CH3:25])=[C:19]([CH:27]=[CH2:28])[CH:18]=1.C(N(CC)CC)C. The catalyst is CN(C=O)C.C1C=CC(/C=C/C(/C=C/C2C=CC=CC=2)=O)=CC=1.C1C=CC(/C=C/C(/C=C/C2C=CC=CC=2)=O)=CC=1.C1C=CC(/C=C/C(/C=C/C2C=CC=CC=2)=O)=CC=1.[Pd].[Pd]. The product is [CH2:11]([O:10][P:9]([C:6]1[CH:5]=[CH:4][C:3]([C:2]([F:14])([F:1])[F:15])=[CH:8][CH:7]=1)([C:17]1[CH:22]=[CH:21][C:20]([O:23][CH:24]([CH3:25])[CH3:26])=[C:19]([CH:27]=[CH2:28])[CH:18]=1)=[O:13])[CH3:12]. The yield is 0.0860.